This data is from Peptide-MHC class II binding affinity with 134,281 pairs from IEDB. The task is: Regression. Given a peptide amino acid sequence and an MHC pseudo amino acid sequence, predict their binding affinity value. This is MHC class II binding data. (1) The peptide sequence is YDQFLANVSTVLTGK. The MHC is DRB1_0101 with pseudo-sequence DRB1_0101. The binding affinity (normalized) is 0.974. (2) The peptide sequence is IVGRGDSRLTYQWHK. The MHC is DRB1_1302 with pseudo-sequence DRB1_1302. The binding affinity (normalized) is 0.00759. (3) The peptide sequence is EKKLFAATQFEPLAA. The MHC is HLA-DQA10501-DQB10201 with pseudo-sequence HLA-DQA10501-DQB10201. The binding affinity (normalized) is 0.349.